Dataset: Catalyst prediction with 721,799 reactions and 888 catalyst types from USPTO. Task: Predict which catalyst facilitates the given reaction. (1) Reactant: CC([N:5]([C@@:9]([CH3:34])([C:12]([NH:14][C:15]1[CH:16]=[N:17][C:18]([O:21][C:22]2[C:27]3[C:28]4([CH2:31][O:32][CH2:33][C:26]=3[CH:25]=[CH:24][CH:23]=2)[CH2:30][CH2:29]4)=[CH:19][CH:20]=1)=[O:13])[CH2:10][CH3:11])C(=O)[O-])(C)C.C(O)(C(F)(F)F)=O.C([O-])(O)=O.[Na+]. Product: [C:28]12([C:27]3[C:22]([O:21][C:18]4[N:17]=[CH:16][C:15]([NH:14][C:12](=[O:13])[C@:9]([CH3:34])([CH2:10][CH3:11])[NH2:5])=[CH:20][CH:19]=4)=[CH:23][CH:24]=[CH:25][C:26]=3[CH2:33][O:32][CH2:31]1)[CH2:29][CH2:30]2. The catalyst class is: 4. (2) Reactant: [O:1]1[CH2:5][CH2:4][O:3][CH:2]1[C:6]1[CH:7]=[CH:8][C:9]2[O:13][CH:12]=[CH:11][C:10]=2[CH:14]=1.[CH2:15]([Li])CCC.IC.O. Product: [CH3:15][C:12]1[O:13][C:9]2[CH:8]=[CH:7][C:6]([CH:2]3[O:3][CH2:4][CH2:5][O:1]3)=[CH:14][C:10]=2[CH:11]=1. The catalyst class is: 56.